From a dataset of Catalyst prediction with 721,799 reactions and 888 catalyst types from USPTO. Predict which catalyst facilitates the given reaction. Reactant: [Cl:1][C:2]1[C:3]([F:11])=[C:4]([CH:8]=[CH:9][CH:10]=1)[C:5]([OH:7])=O.[Cl-].ClC1N(C)C=C[N+]=1C.C(N(C(C)C)CC)(C)C.[Cl:30][C:31]1[CH:40]=[C:39]2[C:34]([C:35](=[O:67])[N:36]([NH:60][C:61]3[CH:66]=[CH:65][CH:64]=[CH:63][CH:62]=3)[C:37]([C@H:41]([NH:45][CH2:46][CH2:47][CH2:48][N:49]3[C:57](=[O:58])[C:56]4[C:51](=[CH:52][CH:53]=[CH:54][CH:55]=4)[C:50]3=[O:59])[CH2:42][C:43]#[CH:44])=[N:38]2)=[CH:33][CH:32]=1.C(=O)([O-])[O-].[Na+].[Na+]. Product: [Cl:1][C:2]1[C:3]([F:11])=[C:4]([CH:8]=[CH:9][CH:10]=1)[C:5]([N:45]([C@@H:41]([C:37]1[N:36]([NH:60][C:61]2[CH:66]=[CH:65][CH:64]=[CH:63][CH:62]=2)[C:35](=[O:67])[C:34]2[C:39](=[CH:40][C:31]([Cl:30])=[CH:32][CH:33]=2)[N:38]=1)[CH2:42][C:43]#[CH:44])[CH2:46][CH2:47][CH2:48][N:49]1[C:50](=[O:59])[C:51]2[C:56](=[CH:55][CH:54]=[CH:53][CH:52]=2)[C:57]1=[O:58])=[O:7]. The catalyst class is: 10.